Dataset: Forward reaction prediction with 1.9M reactions from USPTO patents (1976-2016). Task: Predict the product of the given reaction. (1) Given the reactants [OH:1][CH:2]([C:5]1[CH:6]=[CH:7][C:8]2[N:12]=[CH:11][N:10]([C:13]3[S:17][C:16]([C:18]([O:20][CH3:21])=[O:19])=[C:15]([O:22][C@@H:23]([C:25]4[CH:30]=[CH:29][CH:28]=[CH:27][C:26]=4[C:31]([F:34])([F:33])[F:32])[CH3:24])[CH:14]=3)[C:9]=2[CH:35]=1)CO.C(Cl)Cl.O.CO.I([O-])(=O)(=O)=O.[Na+], predict the reaction product. The product is: [CH:2]([C:5]1[CH:6]=[CH:7][C:8]2[N:12]=[CH:11][N:10]([C:13]3[S:17][C:16]([C:18]([O:20][CH3:21])=[O:19])=[C:15]([O:22][C@@H:23]([C:25]4[CH:30]=[CH:29][CH:28]=[CH:27][C:26]=4[C:31]([F:32])([F:33])[F:34])[CH3:24])[CH:14]=3)[C:9]=2[CH:35]=1)=[O:1]. (2) Given the reactants [F:1][C:2]1[CH:15]=[CH:14][C:5]([O:6][C:7]2[CH:13]=[CH:12][C:10]([NH2:11])=[CH:9][CH:8]=2)=[CH:4][C:3]=1[CH3:16].C(OC([N:24]1[CH2:28][C@H:27]([CH2:29][C:30]2[CH:35]=[CH:34][C:33]([F:36])=[CH:32][CH:31]=2)[CH2:26][C@H:25]1[C:37](O)=[O:38])=O)(C)(C)C, predict the reaction product. The product is: [F:1][C:2]1[CH:15]=[CH:14][C:5]([O:6][C:7]2[CH:13]=[CH:12][C:10]([NH:11][C:37]([C@@H:25]3[CH2:26][C@@H:27]([CH2:29][C:30]4[CH:31]=[CH:32][C:33]([F:36])=[CH:34][CH:35]=4)[CH2:28][NH:24]3)=[O:38])=[CH:9][CH:8]=2)=[CH:4][C:3]=1[CH3:16]. (3) Given the reactants C[Si](I)(C)C.[Cl:6][C:7]1[CH:12]=[CH:11][C:10]([C@@H:13]2[CH2:22][CH2:21][CH2:20][C@H:19]3[N:14]2[C:15](=[O:23])[CH2:16][CH2:17][CH2:18]3)=[CH:9][CH:8]=1.CN(C)CCN(C)C.[I:32]I.S([O-])([O-])(=O)=S.[Na+].[Na+], predict the reaction product. The product is: [Cl:6][C:7]1[CH:12]=[CH:11][C:10]([C@@H:13]2[CH2:22][CH2:21][CH2:20][C@H:19]3[N:14]2[C:15](=[O:23])[CH:16]([I:32])[CH2:17][CH2:18]3)=[CH:9][CH:8]=1. (4) The product is: [CH3:21][S:18]([NH:17][CH2:16][CH2:15][NH:14][CH:2]1[CH2:7][CH2:6][CH:5]([CH2:8][C:9]([O:11][CH2:12][CH3:13])=[O:10])[CH2:4][CH2:3]1)(=[O:20])=[O:19]. Given the reactants O=[C:2]1[CH2:7][CH2:6][CH:5]([CH2:8][C:9]([O:11][CH2:12][CH3:13])=[O:10])[CH2:4][CH2:3]1.[NH2:14][CH2:15][CH2:16][NH:17][S:18]([CH3:21])(=[O:20])=[O:19].FC(F)(F)C(O)=O.C(N(CC)CC)C.[BH4-].[Na+].C([O-])([O-])=O.[Na+].[Na+], predict the reaction product.